Dataset: Retrosynthesis with 50K atom-mapped reactions and 10 reaction types from USPTO. Task: Predict the reactants needed to synthesize the given product. (1) The reactants are: CC(CCNC(=O)OC(C)(C)C)NC(=O)OCc1ccccc1. Given the product CC(N)CCNC(=O)OC(C)(C)C, predict the reactants needed to synthesize it. (2) Given the product Cc1c(Br)cccc1-n1c(=O)c2cccc(F)c2n(C)c1=O, predict the reactants needed to synthesize it. The reactants are: CI.Cc1c(Br)cccc1-n1c(=O)[nH]c2c(F)cccc2c1=O. (3) Given the product O=C(Nc1ccccc1)N1CCc2cc(-c3ccncc3)ccc21, predict the reactants needed to synthesize it. The reactants are: O=C=Nc1ccccc1.c1cc(-c2ccc3c(c2)CCN3)ccn1. (4) Given the product Cc1cc(OCc2c(C(C)C)cnn2-c2c(Cl)cccc2Cl)ccc1C(C)(C)Sc1cccc(C(=O)O)c1, predict the reactants needed to synthesize it. The reactants are: COC(=O)c1cccc(SC(C)(C)c2ccc(OCc3c(C(C)C)cnn3-c3c(Cl)cccc3Cl)cc2C)c1. (5) Given the product COC(=O)c1cc(C2CC2)c(OC[C@@H]2CCCN(Cc3ccc(F)cc3Cl)C2)cc1F, predict the reactants needed to synthesize it. The reactants are: COC(=O)c1cc(C2CC2)c(OC[C@@H]2CCCNC2)cc1F.Fc1ccc(CBr)c(Cl)c1. (6) Given the product CN(Cc1ccc(Br)cc1)CC(O)c1ccccc1, predict the reactants needed to synthesize it. The reactants are: CNCC(O)c1ccccc1.O=Cc1ccc(Br)cc1.